From a dataset of Reaction yield outcomes from USPTO patents with 853,638 reactions. Predict the reaction yield, written as a fraction of the theoretical maximum amount of product (1.0 means a 100% yield; for example, 0.34 means a 34% yield). (1) The reactants are [NH2:1][C:2]1[C:3]([C:18]([O:20]C)=[O:19])=[N:4][C:5]([C:8]2[CH:13]=[CH:12][C:11]([S:14]([CH3:17])(=[O:16])=[O:15])=[CH:10][CH:9]=2)=[CH:6][N:7]=1.[Li+].[OH-].O.Cl. The yield is 0.990. The catalyst is CO. The product is [NH2:1][C:2]1[C:3]([C:18]([OH:20])=[O:19])=[N:4][C:5]([C:8]2[CH:13]=[CH:12][C:11]([S:14]([CH3:17])(=[O:16])=[O:15])=[CH:10][CH:9]=2)=[CH:6][N:7]=1. (2) The reactants are [Br:1][C:2]1[CH:3]=[C:4]([CH:9]=[C:10]([CH2:12]Cl)[CH:11]=1)[C:5]([O:7][CH3:8])=[O:6].[C-:14]#[N:15].[Na+]. The catalyst is CN(C=O)C. The product is [Br:1][C:2]1[CH:3]=[C:4]([CH:9]=[C:10]([CH2:12][C:14]#[N:15])[CH:11]=1)[C:5]([O:7][CH3:8])=[O:6]. The yield is 0.490. (3) The catalyst is ClCCCl.C1CCC(P(C2CCCCC2)C2CCCCC2)CC1.C1CCC(P(C2CCCCC2)C2CCCCC2)CC1.C1C=CC(C=[Ru](Cl)Cl)=CC=1. The product is [CH3:1][C:2]1[CH:7]=[CH:6][C:5]([S:8]([O:11][CH2:12][C@H:13]2[CH:14]=[CH:23][C:22]3[C:17](=[C:18]([C:27]4[CH:32]=[CH:31][C:30]([Cl:33])=[CH:29][C:28]=4[Cl:34])[C:19]([F:26])=[CH:20][CH:21]=3)[O:16]2)(=[O:10])=[O:9])=[CH:4][CH:3]=1. The reactants are [CH3:1][C:2]1[CH:7]=[CH:6][C:5]([S:8]([O:11][CH2:12][C@H:13]([O:16][C:17]2[C:22]([CH:23]=CC)=[CH:21][CH:20]=[C:19]([F:26])[C:18]=2[C:27]2[CH:32]=[CH:31][C:30]([Cl:33])=[CH:29][C:28]=2[Cl:34])[CH:14]=C)(=[O:10])=[O:9])=[CH:4][CH:3]=1. The yield is 0.630. (4) The yield is 0.270. The product is [CH3:1][C:2]1[C:6]([CH2:7][N:8]2[CH:12]=[C:11]([N:13]3[C:17](=[O:18])[CH2:16][N:15]([CH2:22][C:23]4[CH:28]=[CH:27][CH:26]=[C:25]([F:29])[CH:24]=4)[C:14]3=[O:19])[CH:10]=[N:9]2)=[C:5]([CH3:20])[O:4][N:3]=1. The reactants are [CH3:1][C:2]1[C:6]([CH2:7][N:8]2[CH:12]=[C:11]([N:13]3[C:17](=[O:18])[CH2:16][NH:15][C:14]3=[O:19])[CH:10]=[N:9]2)=[C:5]([CH3:20])[O:4][N:3]=1.Br[CH2:22][C:23]1[CH:28]=[CH:27][CH:26]=[C:25]([F:29])[CH:24]=1. No catalyst specified.